This data is from Catalyst prediction with 721,799 reactions and 888 catalyst types from USPTO. The task is: Predict which catalyst facilitates the given reaction. Reactant: Br[C:2]1[CH:10]=[C:9]2[C:5]([CH2:6][C:7](=[O:11])[NH:8]2)=[CH:4][CH:3]=1.C(O)C.C(=O)([O-])[O-].[Na+].[Na+].C(O)(O)CC.[N:26]1[CH:31]=[CH:30][CH:29]=[C:28](B(O)O)[CH:27]=1. Product: [N:26]1[CH:31]=[CH:30][CH:29]=[C:28]([C:2]2[CH:10]=[C:9]3[C:5]([CH2:6][C:7](=[O:11])[NH:8]3)=[CH:4][CH:3]=2)[CH:27]=1. The catalyst class is: 133.